From a dataset of Full USPTO retrosynthesis dataset with 1.9M reactions from patents (1976-2016). Predict the reactants needed to synthesize the given product. (1) Given the product [Si:1]([O:8][CH2:9][CH2:10][CH2:11][N:12]1[C:17](=[O:18])[C:16]2[C:19]([CH:24]([OH:25])[C:26]3[CH:31]=[CH:30][CH:29]=[CH:28][CH:27]=3)=[C:20]([Cl:23])[N:21]=[CH:22][C:15]=2[N:14]([CH3:33])[C:13]1=[O:34])([C:4]([CH3:6])([CH3:7])[CH3:5])([CH3:3])[CH3:2], predict the reactants needed to synthesize it. The reactants are: [Si:1]([O:8][CH2:9][CH2:10][CH2:11][N:12]1[C:17](=[O:18])[C:16]2[C:19]([CH:24]([C:26]3[CH:31]=[CH:30][C:29](Cl)=[CH:28][CH:27]=3)[OH:25])=[C:20]([Cl:23])[N:21]=[CH:22][C:15]=2[N:14]([CH3:33])[C:13]1=[O:34])([C:4]([CH3:7])([CH3:6])[CH3:5])([CH3:3])[CH3:2].[Li+].CC([N-]C(C)C)C.C(=O)C1C=CC=CC=1. (2) Given the product [CH3:11][O:12][C:13]1[CH:14]=[C:15]([CH2:21][CH2:22][O:23][C:8]2[CH:7]=[CH:6][N:5]=[C:4]([C:39]3[CH:40]=[C:35]([CH:36]=[CH:37][CH:38]=3)[C:33]([O:32][CH2:30][CH3:31])=[O:34])[N:9]=2)[CH:16]=[CH:17][C:18]=1[O:19][CH3:20].[CH3:11][O:12][C:13]1[CH:14]=[C:15]([CH2:21][CH2:22][O:23][C:4]2[N:9]=[C:8]([C:39]3[CH:40]=[C:35]([CH:36]=[CH:37][CH:38]=3)[C:33]([O:32][CH2:30][CH3:31])=[O:34])[CH:7]=[CH:6][N:5]=2)[CH:16]=[CH:17][C:18]=1[O:19][CH3:20], predict the reactants needed to synthesize it. The reactants are: [H-].[Na+].Cl[C:4]1[N:9]=[C:8](Cl)[CH:7]=[CH:6][N:5]=1.[CH3:11][O:12][C:13]1[CH:14]=[C:15]([CH2:21][CH2:22][OH:23])[CH:16]=[CH:17][C:18]=1[O:19][CH3:20].C(=O)([O-])[O-].[Na+].[Na+].[CH2:30]([O:32][C:33]([C:35]1[CH:36]=[C:37](B(O)O)[CH:38]=[CH:39][CH:40]=1)=[O:34])[CH3:31]. (3) Given the product [O:4]1[CH2:5][CH2:6][CH:2]([O:1][S:19]([C:16]2[CH:17]=[CH:18][C:13]([CH3:23])=[CH:14][CH:15]=2)(=[O:21])=[O:20])[CH2:3]1, predict the reactants needed to synthesize it. The reactants are: [OH:1][CH:2]1[CH2:6][CH2:5][O:4][CH2:3]1.N1C=CC=CC=1.[C:13]1([CH3:23])[CH:18]=[CH:17][C:16]([S:19](Cl)(=[O:21])=[O:20])=[CH:15][CH:14]=1.O. (4) Given the product [F:1][C:2]1[CH:26]=[C:25]([F:27])[CH:24]=[CH:23][C:3]=1[CH2:4][C@H:5]1[CH2:10][C@@H:9]([C:11]2[O:18][NH:30][C:13](=[O:14])[CH:12]=2)[CH2:8][CH2:7][N:6]1[C:19]([O:21][CH3:22])=[O:20], predict the reactants needed to synthesize it. The reactants are: [F:1][C:2]1[CH:26]=[C:25]([F:27])[CH:24]=[CH:23][C:3]=1[CH2:4][C@H:5]1[CH2:10][C@@H:9]([C:11](=[O:18])[CH2:12][C:13](OCC)=[O:14])[CH2:8][CH2:7][N:6]1[C:19]([O:21][CH3:22])=[O:20].[OH-].[Na+].[NH2:30]O.Cl. (5) Given the product [NH2:29][C@H:24]1[CH2:25][C@@H:26]([CH3:28])[CH2:27][C@@H:22]([C:21]2[CH:20]=[CH:19][N:18]=[CH:17][C:16]=2[NH:15][C:13]([C:10]2[CH:11]=[CH:12][N:7]3[N:6]=[CH:5][C:4]([CH:1]([CH3:3])[CH3:2])=[C:8]3[N:9]=2)=[O:14])[CH2:23]1, predict the reactants needed to synthesize it. The reactants are: [C:1]([C:4]1[CH:5]=[N:6][N:7]2[CH:12]=[CH:11][C:10]([C:13]([NH:15][C:16]3[CH:17]=[N:18][CH:19]=[CH:20][C:21]=3[C@@H:22]3[CH2:27][C@H:26]([CH3:28])[CH2:25][C@H:24]([NH:29]C(=O)OC(C)(C)C)[CH2:23]3)=[O:14])=[N:9][C:8]=12)([CH3:3])=[CH2:2]. (6) Given the product [C:1]([C:5]1[CH:6]=[C:7]2[C:12](=[CH:13][CH:14]=1)[N:11]=[CH:10][C:9]([C:15]([O:17][CH2:18][CH3:19])=[O:16])=[CH:8]2)([CH3:4])([CH3:2])[CH3:3], predict the reactants needed to synthesize it. The reactants are: [C:1]([C:5]1[CH:6]=[C:7]2[C:12](=[CH:13][CH:14]=1)[N:11]=[CH:10][C:9]([C:15]([O:17][CH2:18][CH3:19])=[O:16])=[C:8]2Cl)([CH3:4])([CH3:3])[CH3:2].C(N(CC)CC)C.